Task: Predict the product of the given reaction.. Dataset: Forward reaction prediction with 1.9M reactions from USPTO patents (1976-2016) (1) Given the reactants [Cl:1][C:2]1[CH:9]=[CH:8][C:5]([CH2:6]Cl)=[C:4]([I:10])[CH:3]=1.[C-:11]#[N:12].[Na+].C1OCCOCCOCCOCCOCCOC1, predict the reaction product. The product is: [Cl:1][C:2]1[CH:9]=[CH:8][C:5]([CH2:6][C:11]#[N:12])=[C:4]([I:10])[CH:3]=1. (2) Given the reactants [CH:1]1[C:9](=[N:10]O)[CH:8]=[CH:7][C:5](=[O:6])[C:3](=[O:4])[CH:2]=1.[Sn](Cl)Cl, predict the reaction product. The product is: [CH:1]1[C:9]([NH2:10])=[CH:8][CH:7]=[C:5]([OH:6])[C:3](=[O:4])[CH:2]=1.